The task is: Predict the product of the given reaction.. This data is from Forward reaction prediction with 1.9M reactions from USPTO patents (1976-2016). (1) The product is: [N:22]1([C:20](=[O:21])[CH2:19][N:1]2[CH2:6][CH2:5][O:4][CH:3]([CH2:7][NH:8][C:9]([NH:11][C:12]3[CH:17]=[CH:16][CH:15]=[CH:14][CH:13]=3)=[O:10])[CH2:2]2)[C:30]2[C:25](=[CH:26][CH:27]=[CH:28][CH:29]=2)[CH2:24][CH2:23]1. Given the reactants [NH:1]1[CH2:6][CH2:5][O:4][CH:3]([CH2:7][NH:8][C:9]([NH:11][C:12]2[CH:17]=[CH:16][CH:15]=[CH:14][CH:13]=2)=[O:10])[CH2:2]1.Cl[CH2:19][C:20]([N:22]1[C:30]2[C:25](=[CH:26][CH:27]=[CH:28][CH:29]=2)[CH2:24][CH2:23]1)=[O:21], predict the reaction product. (2) Given the reactants S(=O)(=O)(O)N.[Cl:6][C:7]1[CH:34]=[CH:33][C:10]2[N:11]([C:14]3[N:15]=[C:16]4[C:22]([CH:23]=[O:24])=[CH:21][N:20]([CH2:25][O:26][CH2:27][CH2:28][Si:29]([CH3:32])([CH3:31])[CH3:30])[C:17]4=[N:18][CH:19]=3)[CH:12]=[N:13][C:9]=2[CH:8]=1.Cl([O-])=[O:36].[Na+].P([O-])(O)(O)=O.[K+], predict the reaction product. The product is: [Cl:6][C:7]1[CH:34]=[CH:33][C:10]2[N:11]([C:14]3[N:15]=[C:16]4[C:22]([C:23]([OH:36])=[O:24])=[CH:21][N:20]([CH2:25][O:26][CH2:27][CH2:28][Si:29]([CH3:30])([CH3:31])[CH3:32])[C:17]4=[N:18][CH:19]=3)[CH:12]=[N:13][C:9]=2[CH:8]=1. (3) Given the reactants [Br:1][C:2]1[CH:3]=[CH:4][C:5]([CH3:8])=[N:6][CH:7]=1.ClC1C=CC=C(C(OO)=[O:17])C=1.C([O-])(O)=O.[Na+], predict the reaction product. The product is: [Br:1][C:2]1[CH:3]=[CH:4][C:5]([CH3:8])=[N+:6]([O-:17])[CH:7]=1. (4) Given the reactants Br[C:2]1[CH:21]=[CH:20][C:5]2[C:6](=[O:19])[N:7]([CH2:11][O:12][CH2:13][CH2:14][Si:15]([CH3:18])([CH3:17])[CH3:16])[S:8](=[O:10])(=[O:9])[C:4]=2[CH:3]=1.[Br-].[C:23]([O:27][C:28](=[O:31])[CH2:29][Zn+])([CH3:26])([CH3:25])[CH3:24], predict the reaction product. The product is: [O:9]=[S:8]1(=[O:10])[C:4]2[CH:3]=[C:2]([CH2:29][C:28]([O:27][C:23]([CH3:26])([CH3:25])[CH3:24])=[O:31])[CH:21]=[CH:20][C:5]=2[C:6](=[O:19])[N:7]1[CH2:11][O:12][CH2:13][CH2:14][Si:15]([CH3:18])([CH3:17])[CH3:16]. (5) Given the reactants [CH2:1]([N:8]1[C:12]([CH:13]=[CH:14][C:15]([C:17]2[CH:22]=[CH:21][C:20]([CH2:23][CH:24]([CH3:26])[CH3:25])=[CH:19][CH:18]=2)=[O:16])=[CH:11][N:10]=[CH:9]1)[C:2]1[CH:7]=[CH:6][CH:5]=[CH:4][CH:3]=1, predict the reaction product. The product is: [CH2:1]([N:8]1[C:12]([CH:13]2[C:22]3[C:17](=[CH:18][CH:19]=[C:20]([CH2:23][CH:24]([CH3:26])[CH3:25])[CH:21]=3)[C:15](=[O:16])[CH2:14]2)=[CH:11][N:10]=[CH:9]1)[C:2]1[CH:3]=[CH:4][CH:5]=[CH:6][CH:7]=1. (6) Given the reactants [CH2:1]1[CH2:31][O:30][C:3]2([CH2:20][CH2:19][C:18]3[C@@:5]([OH:29])([CH2:6][CH2:7][C@@H:8]4[C:17]=3[C@@H:16]([C:21]3[CH:26]=[CH:25][C:24](I)=[CH:23][CH:22]=3)[CH2:15][C@@:13]3([CH3:14])[C@H:9]4[CH2:10][CH2:11][C:12]3=[O:28])[CH2:4]2)[O:2]1.[NH:32]1[CH:36]=[CH:35][N:34]=[CH:33]1.CN(C)CC(O)=O.C(=O)([O-])[O-].[K+].[K+], predict the reaction product. The product is: [CH2:1]1[CH2:31][O:30][C:3]2([CH2:20][CH2:19][C:18]3[C@@:5]([OH:29])([CH2:6][CH2:7][C@@H:8]4[C:17]=3[C@@H:16]([C:21]3[CH:26]=[CH:25][C:24]([N:32]5[CH:36]=[CH:35][N:34]=[CH:33]5)=[CH:23][CH:22]=3)[CH2:15][C@@:13]3([CH3:14])[C@H:9]4[CH2:10][CH2:11][C:12]3=[O:28])[CH2:4]2)[O:2]1. (7) Given the reactants [CH3:1][C:2]1([CH3:35])[O:6][CH:5]([CH2:7][O:8][C:9]2[CH:10]=[C:11]([C:15]3[C:23]4[C:22]([NH2:24])=[N:21][CH:20]=[N:19][C:18]=4[N:17]([CH:25]4[CH2:34][CH2:33][C:28]5(OCC[O:29]5)[CH2:27][CH2:26]4)[CH:16]=3)[CH:12]=[CH:13][CH:14]=2)[CH2:4][CH2:3]1.Cl, predict the reaction product. The product is: [NH2:24][C:22]1[C:23]2[C:15]([C:11]3[CH:12]=[CH:13][CH:14]=[C:9]([O:8][CH2:7][CH:5]4[CH2:4][CH2:3][C:2]([CH3:35])([CH3:1])[O:6]4)[CH:10]=3)=[CH:16][N:17]([CH:25]3[CH2:34][CH2:33][C:28](=[O:29])[CH2:27][CH2:26]3)[C:18]=2[N:19]=[CH:20][N:21]=1. (8) Given the reactants [NH:1]1[CH2:6][CH2:5][CH:4]([C:7]([O:9][C:10]2([CH2:36][CH3:37])[C:33]3[CH:32]=[C:31]4[N:16]([CH2:17][C:18]5[C:19]4=[N:20][C:21]4[CH:22]=[CH:23][C:24]([OH:30])=[CH:25][C:26]=4[C:27]=5[CH2:28][CH3:29])[C:15](=[O:34])[C:14]=3[CH2:13][O:12][C:11]2=[O:35])=[O:8])[CH2:3][CH2:2]1.[OH:38][C:39]1[CH:44]=[C:43]([OH:45])[C:42]([CH:46]([CH3:48])[CH3:47])=[CH:41][C:40]=1[C:49]1[N:53]([C:54]2[CH:69]=[CH:68][C:57]([CH2:58][N:59]3[CH2:64][CH2:63][CH:62]([C:65](O)=[O:66])[CH2:61][CH2:60]3)=[CH:56][CH:55]=2)[C:52]([C:70](=[O:74])[NH:71][CH2:72][CH3:73])=[N:51][N:50]=1.C(Cl)CCl.C1C=CC2N(O)N=NC=2C=1, predict the reaction product. The product is: [OH:38][C:39]1[CH:44]=[C:43]([OH:45])[C:42]([CH:46]([CH3:48])[CH3:47])=[CH:41][C:40]=1[C:49]1[N:53]([C:54]2[CH:69]=[CH:68][C:57]([CH2:58][N:59]3[CH2:60][CH2:61][CH:62]([C:65]([N:1]4[CH2:6][CH2:5][CH:4]([C:7]([O:9][C:10]5([CH2:36][CH3:37])[C:33]6[CH:32]=[C:31]7[N:16]([CH2:17][C:18]8[C:19]7=[N:20][C:21]7[CH:22]=[CH:23][C:24]([OH:30])=[CH:25][C:26]=7[C:27]=8[CH2:28][CH3:29])[C:15](=[O:34])[C:14]=6[CH2:13][O:12][C:11]5=[O:35])=[O:8])[CH2:3][CH2:2]4)=[O:66])[CH2:63][CH2:64]3)=[CH:56][CH:55]=2)[C:52]([C:70](=[O:74])[NH:71][CH2:72][CH3:73])=[N:51][N:50]=1. (9) The product is: [I:1][C:2]1[CH:3]=[CH:4][C:5]2[N:6]([C:8]([CH3:16])=[C:9]([C:11]([OH:13])=[O:12])[N:10]=2)[CH:7]=1. Given the reactants [I:1][C:2]1[CH:3]=[CH:4][C:5]2[N:6]([C:8]([CH3:16])=[C:9]([C:11]([O:13]CC)=[O:12])[N:10]=2)[CH:7]=1.[OH-].[Li+], predict the reaction product.